Dataset: Forward reaction prediction with 1.9M reactions from USPTO patents (1976-2016). Task: Predict the product of the given reaction. (1) The product is: [I-:23].[CH:1]1([C:4]([C:16]2[CH:21]=[CH:20][CH:19]=[CH:18][CH:17]=2)([CH3:15])[C:5]([O:7][CH:8]2[CH2:9][CH2:10][N+:11]([CH3:22])([CH3:14])[CH2:12][CH2:13]2)=[O:6])[CH2:3][CH2:2]1. Given the reactants [CH:1]1([C:4]([C:16]2[CH:21]=[CH:20][CH:19]=[CH:18][CH:17]=2)([CH3:15])[C:5]([O:7][CH:8]2[CH2:13][CH2:12][N:11]([CH3:14])[CH2:10][CH2:9]2)=[O:6])[CH2:3][CH2:2]1.[CH3:22][I:23], predict the reaction product. (2) The product is: [C:12]([O:16][C:17]([N:19]1[CH2:24][CH2:23][N:22]([C:3]2[C:4]([N+:8]([O-:10])=[O:9])=[CH:5][CH:6]=[CH:7][C:2]=2[Cl:1])[CH2:21][CH2:20]1)=[O:18])([CH3:15])([CH3:13])[CH3:14]. Given the reactants [Cl:1][C:2]1[CH:7]=[CH:6][CH:5]=[C:4]([N+:8]([O-:10])=[O:9])[C:3]=1Cl.[C:12]([O:16][C:17]([N:19]1[CH2:24][CH2:23][NH:22][CH2:21][CH2:20]1)=[O:18])([CH3:15])([CH3:14])[CH3:13].C([O-])([O-])=O.[K+].[K+], predict the reaction product.